From a dataset of Forward reaction prediction with 1.9M reactions from USPTO patents (1976-2016). Predict the product of the given reaction. (1) The product is: [C:5]1([C@H:4]([OH:12])[CH3:3])[CH:10]=[CH:9][CH:8]=[CH:7][CH:6]=1. Given the reactants PP.[CH2:3]=[CH:4][C:5]1[CH:10]=[CH:9][CH:8]=[CH:7][CH:6]=1.[B]1OC2C(=CC=CC=2)[O:12]1, predict the reaction product. (2) Given the reactants [CH2:1]([N:3]1[CH2:15][CH2:14][C:6]2[NH:7][C:8]3[CH:9]=[CH:10][CH:11]=[CH:12][C:13]=3[C:5]=2[CH2:4]1)[CH3:2].[CH3:16][C:17]1[CH:25]=[CH:24][C:20]([CH:21]2[O:23][CH2:22]2)=[CH:19][CH:18]=1.[H-].[Na+], predict the reaction product. The product is: [CH2:1]([N:3]1[CH2:15][CH2:14][C:6]2[N:7]([CH2:22][CH:21]([C:20]3[CH:24]=[CH:25][C:17]([CH3:16])=[CH:18][CH:19]=3)[OH:23])[C:8]3[CH:9]=[CH:10][CH:11]=[CH:12][C:13]=3[C:5]=2[CH2:4]1)[CH3:2]. (3) Given the reactants C(OC([N:8]1[CH2:12][CH2:11][C@H:10]([O:13][C:14]2[C:15]3[CH2:23][N:22]([C:24]4[CH:25]=[N:26][C:27]([O:34][CH3:35])=[C:28]([C:30]([F:33])([F:32])[F:31])[CH:29]=4)[CH2:21][CH2:20][C:16]=3[N:17]=[CH:18][N:19]=2)[CH2:9]1)=O)(C)(C)C.[ClH:36].C(OCC)C, predict the reaction product. The product is: [ClH:36].[ClH:36].[CH3:35][O:34][C:27]1[N:26]=[CH:25][C:24]([N:22]2[CH2:21][CH2:20][C:16]3[N:17]=[CH:18][N:19]=[C:14]([O:13][C@H:10]4[CH2:11][CH2:12][NH:8][CH2:9]4)[C:15]=3[CH2:23]2)=[CH:29][C:28]=1[C:30]([F:33])([F:31])[F:32].